This data is from Catalyst prediction with 721,799 reactions and 888 catalyst types from USPTO. The task is: Predict which catalyst facilitates the given reaction. (1) Reactant: [CH3:1][C:2]1[N:7]2[N:8]=[C:9]([CH2:11][CH2:12][C:13]3[N:18]=[CH:17][C:16]([OH:19])=[CH:15][CH:14]=3)[N:10]=[C:6]2[C:5]([CH3:20])=[N:4][CH:3]=1.[N+:21]([O-])([OH:23])=[O:22].[OH-].[Na+]. Product: [CH3:1][C:2]1[N:7]2[N:8]=[C:9]([CH2:11][CH2:12][C:13]3[N:18]=[C:17]([N+:21]([O-:23])=[O:22])[C:16]([OH:19])=[CH:15][CH:14]=3)[N:10]=[C:6]2[C:5]([CH3:20])=[N:4][CH:3]=1. The catalyst class is: 15. (2) Reactant: [NH2:1][C:2]1[CH:3]=[CH:4][C:5]([C:8]#[N:9])=[N:6][CH:7]=1.C(N(CC)CC)C.[S:17]1[CH:21]=[CH:20][CH:19]=[C:18]1[C:22](Cl)=[O:23]. Product: [C:8]([C:5]1[N:6]=[CH:7][C:2]([NH:1][C:22]([C:18]2[S:17][CH:21]=[CH:20][CH:19]=2)=[O:23])=[CH:3][CH:4]=1)#[N:9]. The catalyst class is: 4. (3) Reactant: [CH3:1][C:2]1[CH:11]=[C:10]([CH3:12])[C:9]2[C:4](=[CH:5][CH:6]=[CH:7][CH:8]=2)[C:3]=1[N+:13]([O-])=O. Product: [CH3:1][C:2]1[CH:11]=[C:10]([CH3:12])[C:9]2[C:4](=[CH:5][CH:6]=[CH:7][CH:8]=2)[C:3]=1[NH2:13]. The catalyst class is: 171. (4) Reactant: [F:1][C:2]1[CH:7]=[CH:6][C:5]([S:8]([C:11]2[CH:12]=[C:13]3[C:17](=[CH:18][CH:19]=2)[N:16]([CH3:20])[C:15]2[CH2:21][CH:22]4[NH:26][CH:25]([C:14]3=2)[CH2:24][CH2:23]4)(=[O:10])=[O:9])=[CH:4][CH:3]=1.[ClH:27]. Product: [ClH:27].[F:1][C:2]1[CH:7]=[CH:6][C:5]([S:8]([C:11]2[CH:12]=[C:13]3[C:17](=[CH:18][CH:19]=2)[N:16]([CH3:20])[C:15]2[CH2:21][CH:22]4[NH:26][CH:25]([C:14]3=2)[CH2:24][CH2:23]4)(=[O:9])=[O:10])=[CH:4][CH:3]=1. The catalyst class is: 5. (5) Reactant: [CH:1]1([C:4]2[CH:5]=[N:6][C:7]([NH:14][C:15]3[CH:24]=[CH:23][CH:22]=[C:21]4[C:16]=3[CH:17]=[CH:18][N:19]=[C:20]4[C:25]3[CH:30]=[CH:29][CH:28]=[CH:27][CH:26]=3)=[C:8]([CH:13]=2)[C:9]([O:11]C)=[O:10])[CH2:3][CH2:2]1.[OH-].[Na+].Cl. Product: [CH:1]1([C:4]2[CH:5]=[N:6][C:7]([NH:14][C:15]3[CH:24]=[CH:23][CH:22]=[C:21]4[C:16]=3[CH:17]=[CH:18][N:19]=[C:20]4[C:25]3[CH:30]=[CH:29][CH:28]=[CH:27][CH:26]=3)=[C:8]([CH:13]=2)[C:9]([OH:11])=[O:10])[CH2:2][CH2:3]1. The catalyst class is: 364. (6) Product: [N:6]1[CH:7]=[CH:8][CH:9]=[C:4]([C:3](=[O:10])[CH2:13][CH2:14][CH3:15])[CH:5]=1. Reactant: CN(OC)[C:3](=[O:10])[C:4]1[CH:9]=[CH:8][CH:7]=[N:6][CH:5]=1.[CH2:13]([Mg]Cl)[CH2:14][CH3:15]. The catalyst class is: 1. (7) Reactant: C([O:8][C:9]1[CH:14]=[C:13]([CH3:15])[C:12]([CH:16]2[C:21](=[O:22])[CH2:20][CH2:19][CH2:18][C:17]2=[O:23])=[C:11]([CH3:24])[CH:10]=1)C1C=CC=CC=1.[H][H]. Product: [OH:8][C:9]1[CH:10]=[C:11]([CH3:24])[C:12]([CH:16]2[C:21](=[O:22])[CH2:20][CH2:19][CH2:18][C:17]2=[O:23])=[C:13]([CH3:15])[CH:14]=1. The catalyst class is: 407. (8) Reactant: [C:1]([OH:24])(=[O:23])[CH2:2][CH2:3][CH2:4][CH2:5][CH2:6][CH2:7][CH2:8][CH2:9][CH2:10][CH2:11][CH2:12][CH2:13][CH2:14][CH2:15][CH2:16][CH2:17][CH2:18][CH2:19][CH2:20][CH2:21][CH3:22].[OH-].[Na+:26]. Product: [C:1]([O-:24])(=[O:23])[CH2:2][CH2:3][CH2:4][CH2:5][CH2:6][CH2:7][CH2:8][CH2:9][CH2:10][CH2:11][CH2:12][CH2:13][CH2:14][CH2:15][CH2:16][CH2:17][CH2:18][CH2:19][CH2:20][CH2:21][CH3:22].[Na+:26]. The catalyst class is: 107.